Dataset: Catalyst prediction with 721,799 reactions and 888 catalyst types from USPTO. Task: Predict which catalyst facilitates the given reaction. (1) Reactant: Cl.Cl.[CH3:3][C:4]1[CH:9]=[CH:8][C:7]([C:10]2[C:11]([C:16]([NH:18][C:19]3[CH:24]=[CH:23][C:22]([NH:25][CH2:26][CH2:27][C:28]4[CH:33]=[CH:32][CH:31]=[CH:30][N:29]=4)=[CH:21][CH:20]=3)=[O:17])=[CH:12][CH:13]=[CH:14][CH:15]=2)=[CH:6][CH:5]=1.C(OCC)(=O)C.O1CCCC1.[OH-].[Na+]. Product: [CH3:3][C:4]1[CH:9]=[CH:8][C:7]([C:10]2[C:11]([C:16]([NH:18][C:19]3[CH:24]=[CH:23][C:22]([NH:25][CH2:26][CH2:27][C:28]4[CH:33]=[CH:32][CH:31]=[CH:30][N:29]=4)=[CH:21][CH:20]=3)=[O:17])=[CH:12][CH:13]=[CH:14][CH:15]=2)=[CH:6][CH:5]=1. The catalyst class is: 6. (2) Reactant: C[Al](C)C.[N:5]1[CH:10]=[CH:9][CH:8]=[CH:7][C:6]=1[NH2:11].[Si:12]([O:29][CH2:30][CH:31]1[CH2:34][N:33]([CH2:35][C@H:36]([OH:41])[C:37](OC)=[O:38])[CH2:32]1)([C:25]([CH3:28])([CH3:27])[CH3:26])([C:19]1[CH:24]=[CH:23][CH:22]=[CH:21][CH:20]=1)[C:13]1[CH:18]=[CH:17][CH:16]=[CH:15][CH:14]=1.[C@H](O)(C([O-])=O)[C@@H](O)C([O-])=O.[Na+].[K+]. Product: [Si:12]([O:29][CH2:30][CH:31]1[CH2:34][N:33]([CH2:35][C@H:36]([OH:41])[C:37]([NH:11][C:6]2[CH:7]=[CH:8][CH:9]=[CH:10][N:5]=2)=[O:38])[CH2:32]1)([C:25]([CH3:26])([CH3:28])[CH3:27])([C:19]1[CH:24]=[CH:23][CH:22]=[CH:21][CH:20]=1)[C:13]1[CH:18]=[CH:17][CH:16]=[CH:15][CH:14]=1. The catalyst class is: 133. (3) Reactant: C(O)(=[O:3])C.C([O:7][C:8](=[O:34])[C:9]([NH:24][C:25]1[CH:30]=[CH:29][C:28]([C:31](=[NH:33])[NH2:32])=[CH:27][CH:26]=1)([C:14]1[CH:19]=[C:18]([CH3:20])[C:17]([O:21][CH3:22])=[C:16]([CH3:23])[CH:15]=1)[C:10]([F:13])([F:12])[F:11])C.[OH-:35].[Na+]. Product: [F:11][C:10]([F:13])([F:12])[C:9]([OH:3])=[O:35].[C:31]([C:28]1[CH:27]=[CH:26][C:25]([NH:24][C:9]([C:14]2[CH:15]=[C:16]([CH3:23])[C:17]([O:21][CH3:22])=[C:18]([CH3:20])[CH:19]=2)([C:10]([F:11])([F:12])[F:13])[C:8]([OH:34])=[O:7])=[CH:30][CH:29]=1)(=[NH:32])[NH2:33]. The catalyst class is: 5. (4) Reactant: [Br:1][CH2:2][CH2:3][CH2:4][CH2:5][CH2:6][CH2:7][CH2:8][CH2:9][CH2:10][CH2:11][CH2:12][CH2:13][CH2:14][CH2:15][CH2:16][CH2:17][OH:18].N1C=CN=C1.[Si:24](Cl)([C:27]([CH3:30])([CH3:29])[CH3:28])([CH3:26])[CH3:25].[Cl-].[NH4+]. Product: [Br:1][CH2:2][CH2:3][CH2:4][CH2:5][CH2:6][CH2:7][CH2:8][CH2:9][CH2:10][CH2:11][CH2:12][CH2:13][CH2:14][CH2:15][CH2:16][CH2:17][O:18][Si:24]([C:27]([CH3:30])([CH3:29])[CH3:28])([CH3:26])[CH3:25]. The catalyst class is: 4. (5) Reactant: [CH2:1]([N:3]([CH2:20][CH3:21])[C:4]1[CH:5]=[C:6]([OH:19])[C:7](=[CH:17][CH:18]=1)[CH:8]=[N:9][C@@H:10]1[CH2:15][CH2:14][CH2:13][CH2:12][C@H:11]1[NH2:16])[CH3:2].[OH:22][C:23]1[CH:30]=[C:29]([OH:31])[CH:28]=[CH:27][C:24]=1[CH:25]=O. Product: [CH2:20]([N:3]([CH2:1][CH3:2])[C:4]1[CH:5]=[C:6]([OH:19])[C:7](=[CH:17][CH:18]=1)[CH:8]=[N:9][C@@H:10]1[CH2:15][CH2:14][CH2:13][CH2:12][C@H:11]1[N:16]=[CH:25][C:24]1[C:23](=[CH:30][C:29]([OH:31])=[CH:28][CH:27]=1)[OH:22])[CH3:21]. The catalyst class is: 8. (6) Reactant: F[C:2]1[CH:9]=[CH:8][C:7]([B:10]2[O:14][C:13]([CH3:16])([CH3:15])[C:12]([CH3:18])([CH3:17])[O:11]2)=[CH:6][C:3]=1[C:4]#[N:5].C(=O)([O-])[O-].[K+].[K+].Cl.[OH:26][CH:27]1[CH2:30][NH:29][CH2:28]1. Product: [OH:26][CH:27]1[CH2:30][N:29]([C:2]2[CH:9]=[CH:8][C:7]([B:10]3[O:14][C:13]([CH3:16])([CH3:15])[C:12]([CH3:18])([CH3:17])[O:11]3)=[CH:6][C:3]=2[C:4]#[N:5])[CH2:28]1. The catalyst class is: 80. (7) Reactant: Cl.[NH2:2][OH:3].C(N(CC)CC)C.[CH2:11]([C:15]1[N:19]([C:20]2[CH:25]=[CH:24][CH:23]=[CH:22][CH:21]=2)[N:18]=[C:17]([CH:26]=O)[CH:16]=1)[CH:12]([CH3:14])[CH3:13]. Product: [CH2:11]([C:15]1[N:19]([C:20]2[CH:25]=[CH:24][CH:23]=[CH:22][CH:21]=2)[N:18]=[C:17]([CH:26]=[N:2][OH:3])[CH:16]=1)[CH:12]([CH3:14])[CH3:13]. The catalyst class is: 4. (8) Reactant: [CH3:1][S:2][C:3]1[N:8]=[CH:7][C:6]([C:9]#[C:10][Si](C)(C)C)=[CH:5][N:4]=1.FC(F)(F)S(O[C:21]1[CH2:22][CH2:23][N:24]([S:27]([CH2:30][C:31]2([CH3:38])[C:35](=[O:36])[NH:34][C:33](=[O:37])[NH:32]2)(=[O:29])=[O:28])[CH2:25][CH:26]=1)(=O)=O. Product: [CH3:38][C@:31]1([CH2:30][S:27]([N:24]2[CH2:23][CH:22]=[C:21]([C:10]#[C:9][C:6]3[CH:5]=[N:4][C:3]([S:2][CH3:1])=[N:8][CH:7]=3)[CH2:26][CH2:25]2)(=[O:29])=[O:28])[NH:32][C:33](=[O:37])[NH:34][C:35]1=[O:36]. The catalyst class is: 654. (9) Reactant: [Br:1][C:2]1[CH:3]=[CH:4][CH:5]=[C:6]2[C:11]=1[N:10]=[C:9](Cl)[N:8]=[C:7]2[NH2:13].[NH2:14][C:15]1[CH:16]=[CH:17][C:18]([C:21]#[N:22])=[N:19][CH:20]=1. Product: [NH2:13][C:7]1[C:6]2[C:11](=[C:2]([Br:1])[CH:3]=[CH:4][CH:5]=2)[N:10]=[C:9]([NH:14][C:15]2[CH:16]=[CH:17][C:18]([C:21]#[N:22])=[N:19][CH:20]=2)[N:8]=1. The catalyst class is: 32. (10) Reactant: Br[C:2]1[CH:3]=[C:4]([C:10]2[CH:15]=[CH:14][CH:13]=[C:12]([Cl:16])[CH:11]=2)[C:5]([O:8][CH3:9])=[N:6][CH:7]=1.[Li]CCCC.[F:22][C:23]1[CH:30]=[CH:29][C:26]([CH:27]=[O:28])=[CH:25][CH:24]=1. Product: [Cl:16][C:12]1[CH:11]=[C:10]([C:4]2[CH:3]=[C:2]([CH:27]([C:26]3[CH:29]=[CH:30][C:23]([F:22])=[CH:24][CH:25]=3)[OH:28])[CH:7]=[N:6][C:5]=2[O:8][CH3:9])[CH:15]=[CH:14][CH:13]=1. The catalyst class is: 1.